This data is from Reaction yield outcomes from USPTO patents with 853,638 reactions. The task is: Predict the reaction yield, written as a fraction of the theoretical maximum amount of product (1.0 means a 100% yield; for example, 0.34 means a 34% yield). (1) The reactants are [CH3:1][CH:2]1[CH2:7][NH:6][CH2:5][CH:4]([CH3:8])[NH:3]1.[CH2:9]([O:16][C:17](Cl)=[O:18])[C:10]1[CH:15]=[CH:14][CH:13]=[CH:12][CH:11]=1.C(N(C(C)C)CC)(C)C.[CH3:29][C:30]([O:33][C:34](O[C:34]([O:33][C:30]([CH3:32])([CH3:31])[CH3:29])=[O:35])=[O:35])([CH3:32])[CH3:31]. The catalyst is C(Cl)Cl. The product is [CH3:1][CH:2]1[CH2:7][N:6]([C:17]([O:16][CH2:9][C:10]2[CH:15]=[CH:14][CH:13]=[CH:12][CH:11]=2)=[O:18])[CH2:5][CH:4]([CH3:8])[N:3]1[C:34]([O:33][C:30]([CH3:32])([CH3:31])[CH3:29])=[O:35]. The yield is 0.330. (2) The reactants are [Cl:1][C:2]1[N:7]=[N:6][C:5]([C:8]([F:15])([F:14])[C:9]([O:11]CC)=O)=[CH:4][CH:3]=1.[Br:16][C:17]1[CH:18]=[CH:19][C:20]([NH:23][NH2:24])=[N:21][CH:22]=1.CCN(C(C)C)C(C)C. The catalyst is CO. The product is [Br:16][C:17]1[CH:18]=[CH:19][C:20]([NH:23][NH:24][C:9](=[O:11])[C:8]([C:5]2[N:6]=[N:7][C:2]([Cl:1])=[CH:3][CH:4]=2)([F:14])[F:15])=[N:21][CH:22]=1. The yield is 0.770.